From a dataset of Reaction yield outcomes from USPTO patents with 853,638 reactions. Predict the reaction yield, written as a fraction of the theoretical maximum amount of product (1.0 means a 100% yield; for example, 0.34 means a 34% yield). (1) The yield is 0.590. The reactants are O=[C:2]([C:24]1[CH:28]=[CH:27][S:26][CH:25]=1)[CH2:3][NH:4][C:5]([C:7]1[S:8][C:9]2[C:15]([N:16]3[CH2:21][CH2:20][O:19][CH2:18][CH2:17]3)=[CH:14][CH:13]=[C:12]([O:22][CH3:23])[C:10]=2[N:11]=1)=O.FC(F)(F)C([O-])=O.[NH4+:36]. The catalyst is O. The product is [CH3:23][O:22][C:12]1[C:10]2[N:11]=[C:7]([C:5]3[NH:4][CH:3]=[C:2]([C:24]4[CH:28]=[CH:27][S:26][CH:25]=4)[N:36]=3)[S:8][C:9]=2[C:15]([N:16]2[CH2:17][CH2:18][O:19][CH2:20][CH2:21]2)=[CH:14][CH:13]=1. (2) The reactants are [F:1][C:2]1[CH:7]=[CH:6][C:5]([C:8]2[C:12]([C:13](O)=[O:14])=[C:11]([C:16]([F:19])([F:18])[F:17])[O:10][N:9]=2)=[CH:4][CH:3]=1.C1(C2C(C(O)=O)=C(C(F)(F)F)ON=2)C=CC=CC=1. No catalyst specified. The product is [F:1][C:2]1[CH:7]=[CH:6][C:5]([C:8]2[C:12]([CH2:13][OH:14])=[C:11]([C:16]([F:18])([F:17])[F:19])[O:10][N:9]=2)=[CH:4][CH:3]=1. The yield is 0.560. (3) The reactants are F[C:2]1[CH:9]=[C:8]([F:10])[CH:7]=[C:6]([F:11])[C:3]=1[C:4]#[N:5].[OH:12][C:13]1[CH:14]=[C:15]([NH:19][S:20]([N:23]([CH3:25])[CH3:24])(=[O:22])=[O:21])[CH:16]=[CH:17][CH:18]=1.[H-].[Na+]. The catalyst is C1COCC1. The product is [C:4]([C:3]1[C:6]([F:11])=[CH:7][C:8]([F:10])=[CH:9][C:2]=1[O:12][C:13]1[CH:14]=[C:15]([NH:19][S:20]([N:23]([CH3:25])[CH3:24])(=[O:21])=[O:22])[CH:16]=[CH:17][CH:18]=1)#[N:5]. The yield is 0.840. (4) The reactants are [NH2:1][C:2]1[CH:11]=[C:10]([Cl:12])[CH:9]=[CH:8][C:3]=1[C:4]([O:6]C)=O.[C:13]([C:19]([O:21][CH3:22])=[O:20])#[C:14][C:15]([O:17][CH3:18])=[O:16].CC(C)([O-])C.[K+]. The catalyst is C(O)(C)(C)C. The product is [Cl:12][C:10]1[CH:11]=[C:2]2[C:3]([C:4]([OH:6])=[C:13]([C:19]([O:21][CH3:22])=[O:20])[C:14]([C:15]([O:17][CH3:18])=[O:16])=[N:1]2)=[CH:8][CH:9]=1. The yield is 0.470. (5) The reactants are C([O:5][C:6](=[O:53])[C:7]([O:10]/[N:11]=[C:12](/[C:40]1[N:41]=[C:42]([NH:45]C(OC(C)(C)C)=O)[S:43][CH:44]=1)\[C:13]([NH:15][C@@H:16]1[C:19](=[O:20])[N:18]([S:21]([OH:24])(=[O:23])=[O:22])[C@@H:17]1[CH2:25][N:26]1[C:30]([CH2:31][NH:32]C(OC(C)(C)C)=O)=[N:29][N:28]=[N:27]1)=[O:14])([CH3:9])[CH3:8])(C)(C)C.C(O)(C(F)(F)F)=O. The catalyst is C(Cl)Cl. The yield is 0.280. The product is [NH2:32][CH2:31][C:30]1[N:26]([CH2:25][C@@H:17]2[C@H:16]([NH:15][C:13](=[O:14])/[C:12](=[N:11]\[O:10][C:7]([CH3:9])([CH3:8])[C:6]([OH:53])=[O:5])/[C:40]3[N:41]=[C:42]([NH2:45])[S:43][CH:44]=3)[C:19](=[O:20])[N:18]2[S:21]([OH:24])(=[O:23])=[O:22])[N:27]=[N:28][N:29]=1. (6) The reactants are [NH2:1][C@:2]12[CH2:37][CH2:36][C@@H:35]([C:38]([CH3:40])=[CH2:39])[C@@H:3]1[C@@H:4]1[C@@:17]([CH3:20])([CH2:18][CH2:19]2)[C@@:16]2([CH3:21])[C@@H:7]([C@:8]3([CH3:34])[C@@H:13]([CH2:14][CH2:15]2)[C:12]([CH3:23])([CH3:22])[C:11]([C:24]2[CH:33]=[CH:32][C:27]([C:28]([O:30][CH3:31])=[O:29])=[CH:26][CH:25]=2)=[CH:10][CH2:9]3)[CH2:6][CH2:5]1.[C:41]([O:45][C:46]([N:48]1[CH2:53][CH2:52][CH2:51][CH:50]([CH:54]=O)[CH2:49]1)=[O:47])([CH3:44])([CH3:43])[CH3:42].C(O[BH-](OC(=O)C)OC(=O)C)(=O)C.[Na+]. The catalyst is ClCCCl.C([O-])(O)=O.[Na+].CC(C)[O-].[Ti+4].CC(C)[O-].CC(C)[O-].CC(C)[O-]. The product is [CH3:31][O:30][C:28]([C:27]1[CH:26]=[CH:25][C:24]([C:11]2[C:12]([CH3:22])([CH3:23])[C@H:13]3[C@:8]([CH3:34])([CH2:9][CH:10]=2)[C@@H:7]2[C@:16]([CH3:21])([C@@:17]4([CH3:20])[C@H:4]([CH2:5][CH2:6]2)[C@H:3]2[C@H:35]([C:38]([CH3:40])=[CH2:39])[CH2:36][CH2:37][C@:2]2([NH:1][CH2:54][CH:50]2[CH2:51][CH2:52][CH2:53][N:48]([C:46]([O:45][C:41]([CH3:42])([CH3:44])[CH3:43])=[O:47])[CH2:49]2)[CH2:19][CH2:18]4)[CH2:15][CH2:14]3)=[CH:33][CH:32]=1)=[O:29]. The yield is 0.709. (7) The reactants are [Cl:1][C:2]1[N:3]=[C:4]([NH:9][CH2:10][C:11]2[CH:16]=[CH:15][C:14]([Cl:17])=[CH:13][CH:12]=2)[S:5][C:6]=1[CH:7]=[O:8].C(N(CC)C(C)C)(C)C.[C:27]([O:31][C:32](O[C:32]([O:31][C:27]([CH3:30])([CH3:29])[CH3:28])=[O:33])=[O:33])([CH3:30])([CH3:29])[CH3:28].O. The catalyst is ClCCl.CN(C)C1C=CN=CC=1. The product is [C:27]([O:31][C:32](=[O:33])[N:9]([CH2:10][C:11]1[CH:16]=[CH:15][C:14]([Cl:17])=[CH:13][CH:12]=1)[C:4]1[S:5][C:6]([CH:7]=[O:8])=[C:2]([Cl:1])[N:3]=1)([CH3:30])([CH3:29])[CH3:28]. The yield is 0.740. (8) The reactants are [Cl:1][C:2]1[CH:3]=[C:4]([CH:16]=[CH:17][CH:18]=1)[O:5][CH2:6][C:7]([NH:9][CH:10]1[CH2:15][CH2:14][NH:13][CH2:12][CH2:11]1)=[O:8].[F:19][C:20]([F:35])([F:34])[C:21]1[N:26]=[CH:25][C:24]([N:27]2[CH:31]=[CH:30][C:29]([CH:32]=O)=[CH:28]2)=[CH:23][CH:22]=1. The yield is 0.760. The product is [Cl:1][C:2]1[CH:3]=[C:4]([CH:16]=[CH:17][CH:18]=1)[O:5][CH2:6][C:7]([NH:9][CH:10]1[CH2:15][CH2:14][N:13]([CH2:32][C:29]2[CH:30]=[CH:31][N:27]([C:24]3[CH:25]=[N:26][C:21]([C:20]([F:35])([F:19])[F:34])=[CH:22][CH:23]=3)[CH:28]=2)[CH2:12][CH2:11]1)=[O:8]. The catalyst is C(Cl)Cl. (9) The reactants are [NH2:1][C@@H:2]([CH3:28])[C@@H:3]([C:22]1[CH:27]=[CH:26][CH:25]=[CH:24][CH:23]=1)[O:4][C:5]1[CH:6]=[C:7]2[C:11](=[CH:12][CH:13]=1)[N:10]([C:14]1[CH:15]=[C:16]([CH2:20][OH:21])[CH:17]=[CH:18][CH:19]=1)[N:9]=[CH:8]2.C(N(CC)CC)C.[F:36][C:37]([F:48])([F:47])[C:38](O[C:38](=[O:39])[C:37]([F:48])([F:47])[F:36])=[O:39]. The catalyst is ClCCl.O. The product is [F:36][C:37]([F:48])([F:47])[C:38]([NH:1][C@@H:2]([CH3:28])[C@H:3]([O:4][C:5]1[CH:6]=[C:7]2[C:11](=[CH:12][CH:13]=1)[N:10]([C:14]1[CH:19]=[CH:18][CH:17]=[C:16]([CH2:20][OH:21])[CH:15]=1)[N:9]=[CH:8]2)[C:22]1[CH:27]=[CH:26][CH:25]=[CH:24][CH:23]=1)=[O:39]. The yield is 0.680.